This data is from M1 muscarinic receptor antagonist screen with 61,756 compounds. The task is: Binary Classification. Given a drug SMILES string, predict its activity (active/inactive) in a high-throughput screening assay against a specified biological target. (1) The compound is S(c1nc2c(c(c1)C)cccc2)Cc1onc(n1)CC(=O)Nc1c(OC)cccc1. The result is 0 (inactive). (2) The drug is N1(C(c2n(nnn2)C2CCCC2)C(C)C)CCc2c1cccc2. The result is 0 (inactive).